Dataset: Full USPTO retrosynthesis dataset with 1.9M reactions from patents (1976-2016). Task: Predict the reactants needed to synthesize the given product. (1) Given the product [Cl:14][CH2:8][C:6]1[CH:7]=[C:2]([F:1])[CH:3]=[CH:4][C:5]=1[O:10][CH3:11], predict the reactants needed to synthesize it. The reactants are: [F:1][C:2]1[CH:3]=[CH:4][C:5]([O:10][CH3:11])=[C:6]([CH2:8]O)[CH:7]=1.S(Cl)([Cl:14])=O. (2) Given the product [C:1](=[O:2])([O-:4])[O-:3].[Na+:23].[Na+:23].[C:19](=[O:20])([O-:22])[OH:21].[Na+:23], predict the reactants needed to synthesize it. The reactants are: [C:1](=[O:4])([O-:3])[O-:2].[Ba+2].O=C(O)[C@@H]([C@H]([C@@H]([C@@H](CO)O)O)O)O.[C:19](=[O:22])([O-:21])[O-:20].[Na+:23].[Na+].C(=O)([O-])O.[Na+].O=C([O-])[C@@H]([C@H]([C@@H]([C@@H](CO)O)O)O)O.[K+]. (3) Given the product [CH2:56]([S:62]([OH:65])(=[O:64])=[O:63])[CH2:57][S:58]([OH:61])(=[O:60])=[O:59].[Cl:1][C:2]1[CH:7]=[C:6]([CH2:8][NH:9][CH2:10][C@H:11]([OH:24])[C:12]2[CH:21]=[CH:20][C:19]([OH:22])=[C:18]3[C:13]=2[CH:14]=[CH:15][C:16](=[O:23])[NH:17]3)[C:5]([O:25][CH3:26])=[CH:4][C:3]=1[NH:27][C:28]([CH2:30][CH2:31][N:32]1[CH2:37][CH2:36][CH:35]([O:38][C:39](=[O:53])[NH:40][C:41]2[CH:46]=[CH:45][CH:44]=[CH:43][C:42]=2[C:47]2[CH:48]=[CH:49][CH:50]=[CH:51][CH:52]=2)[CH2:34][CH2:33]1)=[O:29], predict the reactants needed to synthesize it. The reactants are: [Cl:1][C:2]1[CH:7]=[C:6]([CH2:8][NH:9][CH2:10][C@H:11]([OH:24])[C:12]2[CH:21]=[CH:20][C:19]([OH:22])=[C:18]3[C:13]=2[CH:14]=[CH:15][C:16](=[O:23])[NH:17]3)[C:5]([O:25][CH3:26])=[CH:4][C:3]=1[NH:27][C:28]([CH2:30][CH2:31][N:32]1[CH2:37][CH2:36][CH:35]([O:38][C:39](=[O:53])[NH:40][C:41]2[CH:46]=[CH:45][CH:44]=[CH:43][C:42]=2[C:47]2[CH:52]=[CH:51][CH:50]=[CH:49][CH:48]=2)[CH2:34][CH2:33]1)=[O:29].O.O.[CH2:56]([S:62]([OH:65])(=[O:64])=[O:63])[CH2:57][S:58]([OH:61])(=[O:60])=[O:59]. (4) Given the product [C:16]([C:14]1[CH:15]=[C:10]2[N:9]=[C:8]([CH:28]([OH:29])[C:30]3[C:38]([O:39][CH3:40])=[CH:37][C:36]([CH3:41])=[C:35]4[C:31]=3[CH:32]=[CH:33][N:34]4[C:42]([O:44][C:45]([CH3:47])([CH3:46])[CH3:48])=[O:43])[N:7]([CH2:6][O:5][CH2:4][CH2:3][Si:2]([CH3:19])([CH3:18])[CH3:1])[C:11]2=[N:12][CH:13]=1)#[N:17], predict the reactants needed to synthesize it. The reactants are: [CH3:1][Si:2]([CH3:19])([CH3:18])[CH2:3][CH2:4][O:5][CH2:6][N:7]1[C:11]2=[N:12][CH:13]=[C:14]([C:16]#[N:17])[CH:15]=[C:10]2[N:9]=[CH:8]1.[Li+].CC([N-]C(C)C)C.[CH:28]([C:30]1[C:38]([O:39][CH3:40])=[CH:37][C:36]([CH3:41])=[C:35]2[C:31]=1[CH:32]=[CH:33][N:34]2[C:42]([O:44][C:45]([CH3:48])([CH3:47])[CH3:46])=[O:43])=[O:29]. (5) The reactants are: [C:1]1([C:7]2[O:8][C:9]([C:15]([F:18])([F:17])[F:16])=[C:10]([C:12]([OH:14])=O)[N:11]=2)[CH:6]=[CH:5][CH:4]=[CH:3][CH:2]=1.[CH3:19][O:20][CH2:21][C@@H:22]([N:24]([CH3:32])[C:25]1[CH:30]=[CH:29][C:28]([NH2:31])=[CH:27][N:26]=1)[CH3:23]. Given the product [CH3:19][O:20][CH2:21][C@@H:22]([N:24]([CH3:32])[C:25]1[N:26]=[CH:27][C:28]([NH:31][C:12]([C:10]2[N:11]=[C:7]([C:1]3[CH:2]=[CH:3][CH:4]=[CH:5][CH:6]=3)[O:8][C:9]=2[C:15]([F:18])([F:17])[F:16])=[O:14])=[CH:29][CH:30]=1)[CH3:23], predict the reactants needed to synthesize it. (6) Given the product [CH3:42][O:43][C:44](=[O:62])[C@H:45]([CH2:54][C:55]1[CH:56]=[CH:57][C:58]([C:15]2[C:14](=[O:25])[N:13]([CH3:12])[C:18]([C:19]([F:22])([F:21])[F:20])=[CH:17][C:16]=2[CH3:23])=[CH:59][CH:60]=1)[NH:46][C:47]([O:49][C:50]([CH3:53])([CH3:51])[CH3:52])=[O:48], predict the reactants needed to synthesize it. The reactants are: BrCCBr.C=C.C[Si](C)(C)Cl.[CH3:12][N:13]1[C:18]([C:19]([F:22])([F:21])[F:20])=[CH:17][C:16]([CH3:23])=[C:15](I)[C:14]1=[O:25].O1C=CC=C1P(C1OC=CC=1)C1OC=CC=1.[CH3:42][O:43][C:44](=[O:62])[C@H:45]([CH2:54][C:55]1[CH:60]=[CH:59][C:58](I)=[CH:57][CH:56]=1)[NH:46][C:47]([O:49][C:50]([CH3:53])([CH3:52])[CH3:51])=[O:48].[Cl-].[NH4+].